From a dataset of hERG Central: cardiac toxicity at 1µM, 10µM, and general inhibition. Predict hERG channel inhibition at various concentrations. (1) The compound is O=C(O)C(=O)O.O=C(c1ccccc1)c1ccc(OCC(O)CNCc2ccc(F)cc2)cc1. Results: hERG_inhib (hERG inhibition (general)): blocker. (2) The molecule is COc1ccc(C(=O)NC2CC2)cc1OC1CCN(C(C)CSC)CC1. Results: hERG_inhib (hERG inhibition (general)): blocker. (3) The compound is N#Cc1ccc(/C=C2\NC(=S)N(CCCn3ccnc3)C2=O)cc1. Results: hERG_inhib (hERG inhibition (general)): blocker.